From a dataset of Forward reaction prediction with 1.9M reactions from USPTO patents (1976-2016). Predict the product of the given reaction. (1) Given the reactants [OH:1][C:2]1([C:9]2[S:10][CH:11]=[CH:12][N:13]=2)[CH2:7][CH2:6][C:5](=O)[CH2:4][CH2:3]1.[O:14]=[C:15]([NH:30][CH2:31][C:32](=O)[NH:33][C@@H:34]1[CH2:38]CNC1)[CH2:16][NH:17][C:18](=[O:29])[C:19]1[CH:24]=[CH:23][CH:22]=[C:21]([C:25]([F:28])([F:27])[F:26])[CH:20]=1.[BH-](OC(C)=O)(OC(C)=O)OC(C)=O.[Na+], predict the reaction product. The product is: [OH:1][C:2]1([C:9]2[S:10][CH:11]=[CH:12][N:13]=2)[CH2:7][CH2:6][CH:5]([N:33]2[CH2:34][CH2:38][C@@H:31]([NH:30][C:15](=[O:14])[CH2:16][NH:17][C:18](=[O:29])[C:19]3[CH:24]=[CH:23][CH:22]=[C:21]([C:25]([F:28])([F:27])[F:26])[CH:20]=3)[CH2:32]2)[CH2:4][CH2:3]1. (2) Given the reactants [CH2:1]([NH:3][C:4]1[CH:9]=[C:8]([O:10][CH3:11])[C:7]([O:12][CH3:13])=[CH:6][C:5]=1[C@H:14]1[CH2:23][CH2:22][C:21]2[CH:20]=[C:19]([O:24][C:25](=[O:30])[C:26]([CH3:29])([CH3:28])[CH3:27])[CH:18]=[CH:17][C:16]=2[CH2:15]1)[CH3:2].[CH:31]([C:33]1[CH:38]=[CH:37][C:36]([CH2:39][C:40]([OH:42])=[O:41])=[CH:35][CH:34]=1)=O, predict the reaction product. The product is: [C:40]([CH2:39][C:36]1[CH:37]=[CH:38][C:33]([CH2:31][CH2:2][CH2:1][NH:3][C:4]2[CH:9]=[C:8]([O:10][CH3:11])[C:7]([O:12][CH3:13])=[CH:6][C:5]=2[C@H:14]2[CH2:23][CH2:22][C:21]3[CH:20]=[C:19]([O:24][C:25](=[O:30])[C:26]([CH3:29])([CH3:28])[CH3:27])[CH:18]=[CH:17][C:16]=3[CH2:15]2)=[CH:34][CH:35]=1)([OH:42])=[O:41]. (3) The product is: [CH:1]12[CH2:10][CH:5]3[CH2:6][CH:7]([CH2:9][CH:3]([CH2:4]3)[CH:2]1[NH:11][C:12]([NH:14][C:15]1[CH:20]=[CH:19][C:18]([OH:21])=[CH:17][C:16]=1[CH3:23])=[O:13])[CH2:8]2. Given the reactants [CH:1]12[CH2:10][CH:5]3[CH2:6][CH:7]([CH2:9][CH:3]([CH2:4]3)[CH:2]1[NH:11][C:12]([NH:14][C:15]1[CH:20]=[CH:19][C:18]([O:21]C)=[CH:17][C:16]=1[CH3:23])=[O:13])[CH2:8]2.B(Br)(Br)Br.O, predict the reaction product. (4) Given the reactants [K].[F:2][C:3]([F:18])([S:14]([O-:17])(=[O:16])=[O:15])[CH:4]([F:13])[O:5][C:6]([F:12])([F:11])[C:7]([F:10])([F:9])[F:8].[Br-].[C:20]1([S+:26]([C:33]2[CH:38]=[CH:37][CH:36]=[CH:35][CH:34]=2)[C:27]2[CH:32]=[CH:31][CH:30]=[CH:29][CH:28]=2)[CH:25]=[CH:24][CH:23]=[CH:22][CH:21]=1, predict the reaction product. The product is: [C:33]1([S+:26]([C:20]2[CH:21]=[CH:22][CH:23]=[CH:24][CH:25]=2)[C:27]2[CH:32]=[CH:31][CH:30]=[CH:29][CH:28]=2)[CH:34]=[CH:35][CH:36]=[CH:37][CH:38]=1.[F:18][C:3]([F:2])([S:14]([O-:17])(=[O:15])=[O:16])[CH:4]([F:13])[O:5][C:6]([F:11])([F:12])[C:7]([F:8])([F:10])[F:9]. (5) Given the reactants Cl.CN(C)[CH2:4][CH2:5][CH2:6][C:7]([OH:9])=[O:8].[CH:11]([N:14](CC)[CH:15](C)C)(C)C.[CH3:20]/[C:21](/[CH:45]=[CH:46]/[CH:47]=[C:48](/[CH:50]=[C:51]=[C:52]1[C:57]([CH3:59])([CH3:58])[CH2:56][C@H:55]([O:60][C:61]([CH3:63])=[O:62])[CH2:54][C@:53]1([OH:65])[CH3:64])\[CH3:49])=[CH:22]\[CH:23]=[C:24](\[CH:26]=[CH:27]\[CH:28]=[C:29](\[C:31]([CH2:33][C@:34]12[C:40]([CH3:42])([CH3:41])[CH2:39][C@H:38]([OH:43])[CH2:37][C@@:35]1([CH3:44])[O:36]2)=[O:32])/[CH3:30])/[CH3:25].N1C=CC=CC=1, predict the reaction product. The product is: [CH3:20]/[C:21](/[CH:45]=[CH:46]/[CH:47]=[C:48](/[CH:50]=[C:51]=[C:52]1[C:57]([CH3:59])([CH3:58])[CH2:56][C@H:55]([O:60][C:61]([CH3:63])=[O:62])[CH2:54][C@:53]1([OH:65])[CH3:64])\[CH3:49])=[CH:22]\[CH:23]=[C:24](\[CH:26]=[CH:27]\[CH:28]=[C:29](\[C:31]([CH2:33][C@:34]12[C:40]([CH3:41])([CH3:42])[CH2:39][C@H:38]([OH:43])[CH2:37][C@@:35]1([CH3:44])[O:36]2)=[O:32])/[CH3:30])/[CH3:25].[CH3:11][N:14]([CH:6]([CH2:5][CH3:4])[C:7]([O-:9])=[O:8])[CH3:15]. (6) Given the reactants [N+:1]([C:4]1[CH:5]=[C:6]([CH:14]=[CH:15][C:16]([O:18][CH2:19][CH3:20])=[O:17])[C:7]2[CH2:8][CH2:9][CH2:10][CH2:11][C:12]=2[CH:13]=1)([O-])=O, predict the reaction product. The product is: [NH2:1][C:4]1[CH:5]=[C:6]([CH2:14][CH2:15][C:16]([O:18][CH2:19][CH3:20])=[O:17])[C:7]2[CH2:8][CH2:9][CH2:10][CH2:11][C:12]=2[CH:13]=1. (7) Given the reactants [C:1]([CH2:5][C:6]([O:8][CH2:9][CH3:10])=[O:7])(=[O:4])[CH2:2][CH3:3].[H-].[Na+].Br[CH2:14][C:15]([C:17]1[CH:22]=[CH:21][CH:20]=[CH:19][CH:18]=1)=[O:16].[Cl-].[NH4+], predict the reaction product. The product is: [CH2:9]([O:8][C:6](=[O:7])[CH:5]([CH2:14][C:15](=[O:16])[C:17]1[CH:22]=[CH:21][CH:20]=[CH:19][CH:18]=1)[C:1](=[O:4])[CH2:2][CH3:3])[CH3:10]. (8) Given the reactants C([O:8][C:9](=[O:33])[C:10]1[CH:15]=[C:14]([Br:16])[C:13]([O:17][CH2:18][C:19]2[CH:24]=[CH:23][CH:22]=[CH:21][CH:20]=2)=[CH:12][C:11]=1[O:25][CH2:26][C:27]1[CH:32]=[CH:31][CH:30]=[CH:29][CH:28]=1)C1C=CC=CC=1.[Li+].[OH-].Cl, predict the reaction product. The product is: [CH2:26]([O:25][C:11]1[CH:12]=[C:13]([O:17][CH2:18][C:19]2[CH:24]=[CH:23][CH:22]=[CH:21][CH:20]=2)[C:14]([Br:16])=[CH:15][C:10]=1[C:9]([OH:33])=[O:8])[C:27]1[CH:28]=[CH:29][CH:30]=[CH:31][CH:32]=1. (9) Given the reactants [CH3:1][O:2][C:3](=[O:14])[CH2:4][CH2:5][C:6]1[CH:11]=[CH:10][C:9]([OH:12])=[CH:8][C:7]=1[CH3:13].C([C:23]1[CH:38]=[C:37]([CH2:39][CH3:40])[CH:36]=[CH:35][C:24]=1[O:25][CH2:26][CH2:27][C@@H:28](OS(C)(=O)=O)[CH3:29])(=O)C1C=CC=CC=1.[C:41]([O-:44])([O-])=O.[Cs+].[Cs+].Cl, predict the reaction product. The product is: [CH3:1][O:2][C:3](=[O:14])[CH2:4][CH2:5][C:6]1[CH:11]=[CH:10][C:9]([O:12][C@H:28]([CH3:29])[CH2:27][CH2:26][O:25][C:24]2[CH:35]=[CH:36][C:37]([CH2:39][CH3:40])=[CH:38][C:23]=2[O:44][C:41]2[CH:7]=[CH:6][CH:5]=[CH:4][CH:3]=2)=[CH:8][C:7]=1[CH3:13].